This data is from Peptide-MHC class I binding affinity with 185,985 pairs from IEDB/IMGT. The task is: Regression. Given a peptide amino acid sequence and an MHC pseudo amino acid sequence, predict their binding affinity value. This is MHC class I binding data. (1) The peptide sequence is AEIVDTVSA. The MHC is HLA-B18:01 with pseudo-sequence HLA-B18:01. The binding affinity (normalized) is 0.167. (2) The peptide sequence is TKDTNDNNL. The MHC is HLA-B15:09 with pseudo-sequence HLA-B15:09. The binding affinity (normalized) is 0.359.